Regression/Classification. Given a drug SMILES string, predict its absorption, distribution, metabolism, or excretion properties. Task type varies by dataset: regression for continuous measurements (e.g., permeability, clearance, half-life) or binary classification for categorical outcomes (e.g., BBB penetration, CYP inhibition). Dataset: cyp2c19_veith. From a dataset of CYP2C19 inhibition data for predicting drug metabolism from PubChem BioAssay. The drug is CCN1CCN(C(=O)N[C@H](C(=O)N[C@@H]2C(=O)N3[C@@H](C(=O)[O-])C(C)(C)S[C@H]23)c2ccccc2)C(=O)C1=O.[Na+]. The result is 0 (non-inhibitor).